This data is from Reaction yield outcomes from USPTO patents with 853,638 reactions. The task is: Predict the reaction yield, written as a fraction of the theoretical maximum amount of product (1.0 means a 100% yield; for example, 0.34 means a 34% yield). The reactants are [CH3:1][C:2]1[O:6][N:5]=[C:4]([NH2:7])[CH:3]=1.Br[C:9]1[C:10](=[O:17])[N:11]([CH3:16])[CH:12]=[C:13]([Br:15])[CH:14]=1.CC1(C)C2C(=C(P(C3C=CC=CC=3)C3C=CC=CC=3)C=CC=2)OC2C(P(C3C=CC=CC=3)C3C=CC=CC=3)=CC=CC1=2.C([O-])([O-])=O.[Cs+].[Cs+]. The catalyst is C1C=CC(/C=C/C(/C=C/C2C=CC=CC=2)=O)=CC=1.C1C=CC(/C=C/C(/C=C/C2C=CC=CC=2)=O)=CC=1.C1C=CC(/C=C/C(/C=C/C2C=CC=CC=2)=O)=CC=1.[Pd].[Pd].O1CCOCC1. The product is [Br:15][C:13]1[CH:14]=[C:9]([NH:7][C:4]2[CH:3]=[C:2]([CH3:1])[O:6][N:5]=2)[C:10](=[O:17])[N:11]([CH3:16])[CH:12]=1. The yield is 0.550.